From a dataset of Full USPTO retrosynthesis dataset with 1.9M reactions from patents (1976-2016). Predict the reactants needed to synthesize the given product. (1) Given the product [ClH:1].[Cl:21][C:22]1[CH:32]=[CH:31][C:30]2[CH:29]3[CH2:33][CH:25]([CH2:26][NH:27][CH2:28]3)[C:24]=2[CH:23]=1, predict the reactants needed to synthesize it. The reactants are: [Cl:1]C1C=CC2C3CC(CN(C(=O)C(F)(F)F)C3)C=2C=1.Cl.[Cl:21][C:22]1[CH:32]=[CH:31][C:30]2[CH:29]3[CH2:33][CH:25]([CH2:26][NH:27][CH2:28]3)[C:24]=2[CH:23]=1.C([O-])([O-])=O.[Na+].[Na+]. (2) The reactants are: [NH:1]1[CH2:3][CH:2]1[C:4]([O:6][CH3:7])=[O:5].C(N(CC)CC)C.[Cl:15][C:16]1[S:20][C:19]([C:21](Cl)=[O:22])=[CH:18][CH:17]=1. Given the product [Cl:15][C:16]1[S:20][C:19]([C:21]([N:1]2[CH2:3][CH:2]2[C:4]([O:6][CH3:7])=[O:5])=[O:22])=[CH:18][CH:17]=1, predict the reactants needed to synthesize it.